Dataset: Full USPTO retrosynthesis dataset with 1.9M reactions from patents (1976-2016). Task: Predict the reactants needed to synthesize the given product. (1) Given the product [CH3:1][O:2][C:3]([C:5]1[C:6]([CH:17]([CH3:19])[CH3:18])=[N:7][C:8]2[C:13]([C:14]=1[C:23]1[CH:24]=[CH:25][C:26]([F:27])=[C:21]([Cl:20])[CH:22]=1)=[CH:12][C:11]([Cl:16])=[CH:10][CH:9]=2)=[O:4], predict the reactants needed to synthesize it. The reactants are: [CH3:1][O:2][C:3]([C:5]1[C:6]([CH:17]([CH3:19])[CH3:18])=[N:7][C:8]2[C:13]([C:14]=1Br)=[CH:12][C:11]([Cl:16])=[CH:10][CH:9]=2)=[O:4].[Cl:20][C:21]1[CH:22]=[C:23](B(O)O)[CH:24]=[CH:25][C:26]=1[F:27]. (2) Given the product [Cl:1][C:2]1[N:7]=[C:6]([C:8]([O:10][CH2:11][CH3:12])=[O:9])[C:5]([CH3:13])=[C:4]([N:19]2[CH2:20][CH2:21][N:16]([CH3:15])[CH2:17][C@@H:18]2[CH3:22])[N:3]=1, predict the reactants needed to synthesize it. The reactants are: [Cl:1][C:2]1[N:7]=[C:6]([C:8]([O:10][CH2:11][CH3:12])=[O:9])[C:5]([CH3:13])=[C:4](Cl)[N:3]=1.[CH3:15][N:16]1[CH2:21][CH2:20][NH:19][C@@H:18]([CH3:22])[CH2:17]1.C(N(CC)C(C)C)(C)C. (3) Given the product [CH:1]12[CH2:7][CH:4]([CH:5]=[CH:6]1)[CH2:3][CH:2]2[NH:8][C:9](=[S:10])[NH:11][N:12]=[CH:20][C:19]1[CH:22]=[CH:23][C:16]([N+:13]([O-:15])=[O:14])=[CH:17][CH:18]=1, predict the reactants needed to synthesize it. The reactants are: [CH:1]12[CH2:7][CH:4]([CH:5]=[CH:6]1)[CH2:3][CH:2]2[NH:8][C:9]([NH:11][NH2:12])=[S:10].[N+:13]([C:16]1[CH:23]=[CH:22][C:19]([CH:20]=O)=[CH:18][CH:17]=1)([O-:15])=[O:14]. (4) The reactants are: [F:1][C:2]1[C:7]([F:8])=[CH:6][C:5]([C:9]2[CH:14]=[CH:13][C:12]([O:15][CH2:16][CH:17]3[CH2:22][CH2:21][CH2:20][NH:19][CH2:18]3)=[CH:11][CH:10]=2)=[C:4]([O:23][CH3:24])[CH:3]=1.[CH2:25]([CH:27]([C:31](O)=[O:32])[C:28]([OH:30])=[O:29])[CH3:26]. Given the product [F:1][C:2]1[C:7]([F:8])=[CH:6][C:5]([C:9]2[CH:14]=[CH:13][C:12]([O:15][CH2:16][CH:17]3[CH2:22][CH2:21][CH2:20][N:19]([C:31]([CH:27]([CH2:25][CH3:26])[C:28]([OH:30])=[O:29])=[O:32])[CH2:18]3)=[CH:11][CH:10]=2)=[C:4]([O:23][CH3:24])[CH:3]=1, predict the reactants needed to synthesize it. (5) Given the product [F:5][C:6]1[CH:11]=[CH:10][C:9]([C:12]2[N:16]3[N:17]=[CH:18][C:19]([C:21]([F:22])([F:23])[F:24])=[N:20][C:15]3=[N:14][CH:13]=2)=[CH:8][C:7]=1[OH:25], predict the reactants needed to synthesize it. The reactants are: B(Br)(Br)Br.[F:5][C:6]1[CH:11]=[CH:10][C:9]([C:12]2[N:16]3[N:17]=[CH:18][C:19]([C:21]([F:24])([F:23])[F:22])=[N:20][C:15]3=[N:14][CH:13]=2)=[CH:8][C:7]=1[O:25]C. (6) Given the product [CH2:35]([O:34][C:26]1[C:27]2[NH:32][C:31](=[O:33])[CH2:30][O:29][C:28]=2[C:23]([C:20](=[O:22])[CH2:21][Cl:8])=[CH:24][CH:25]=1)[C:36]1[CH:41]=[CH:40][CH:39]=[CH:38][CH:37]=1, predict the reactants needed to synthesize it. The reactants are: I(Cl)(=O)=O.I([Cl:8])(=O)=O.C([N+](C)(C)C)C1C=CC=CC=1.[C:20]([C:23]1[C:28]2[O:29][CH2:30][C:31](=[O:33])[NH:32][C:27]=2[C:26]([O:34][CH2:35][C:36]2[CH:41]=[CH:40][CH:39]=[CH:38][CH:37]=2)=[CH:25][CH:24]=1)(=[O:22])[CH3:21].C(O)(=O)C.S(=O)(O)[O-].[Na+]. (7) The reactants are: [CH2:1]([O:3][C:4](=[O:20])[C:5]1[CH:17]=[C:16]([CH:18]=[O:19])[CH:15]=[C:7]([C:8]([N:10]([CH3:14])[CH2:11][CH2:12][CH3:13])=[O:9])[CH:6]=1)[CH3:2].C[Si](C)(C)[C:23]([F:26])([F:25])[F:24].[F-].C([N+](CCCC)(CCCC)CCCC)CCC. Given the product [CH2:1]([O:3][C:4](=[O:20])[C:5]1[CH:17]=[C:16]([CH:18]([OH:19])[C:23]([F:26])([F:25])[F:24])[CH:15]=[C:7]([C:8]([N:10]([CH3:14])[CH2:11][CH2:12][CH3:13])=[O:9])[CH:6]=1)[CH3:2], predict the reactants needed to synthesize it. (8) The reactants are: I[C:2]1[CH:3]=[C:4]([NH:14][S:15]([CH3:18])(=[O:17])=[O:16])[CH:5]=[C:6]([N:8]2[CH2:13][CH2:12][O:11][CH2:10][CH2:9]2)[CH:7]=1.[B:19]1([B:19]2[O:23][C:22]([CH3:25])([CH3:24])[C:21]([CH3:27])([CH3:26])[O:20]2)[O:23][C:22]([CH3:25])([CH3:24])[C:21]([CH3:27])([CH3:26])[O:20]1.C([O-])(=O)C.[K+].O. Given the product [O:11]1[CH2:12][CH2:13][N:8]([C:6]2[CH:5]=[C:4]([NH:14][S:15]([CH3:18])(=[O:17])=[O:16])[CH:3]=[C:2]([B:19]3[O:23][C:22]([CH3:25])([CH3:24])[C:21]([CH3:27])([CH3:26])[O:20]3)[CH:7]=2)[CH2:9][CH2:10]1, predict the reactants needed to synthesize it. (9) Given the product [CH3:1][O:2][C:3]([C:4]1[N:19]=[C:16]([CH3:17])[S:18][C:5]=1[C:7]1[CH:12]=[CH:11][CH:10]=[C:9]([Br:13])[CH:8]=1)=[O:15], predict the reactants needed to synthesize it. The reactants are: [CH3:1][O:2][C:3](=[O:15])[C:4](=O)[CH:5]([C:7]1[CH:12]=[CH:11][CH:10]=[C:9]([Br:13])[CH:8]=1)Cl.[C:16]([NH2:19])(=[S:18])[CH3:17].